Dataset: Full USPTO retrosynthesis dataset with 1.9M reactions from patents (1976-2016). Task: Predict the reactants needed to synthesize the given product. (1) Given the product [CH2:13]([CH:20]1[CH2:25][CH2:24][N:23]([CH2:27][CH2:1][C:2]([C:4]2[CH:9]=[CH:8][CH:7]=[C:6]([N+:10]([O-:12])=[O:11])[CH:5]=2)=[O:3])[CH2:22][CH2:21]1)[C:14]1[CH:19]=[CH:18][CH:17]=[CH:16][CH:15]=1, predict the reactants needed to synthesize it. The reactants are: [CH3:1][C:2]([C:4]1[CH:9]=[CH:8][CH:7]=[C:6]([N+:10]([O-:12])=[O:11])[CH:5]=1)=[O:3].[CH2:13]([CH:20]1[CH2:25][CH2:24][NH:23][CH2:22][CH2:21]1)[C:14]1[CH:19]=[CH:18][CH:17]=[CH:16][CH:15]=1.Cl.[CH2:27]=O. (2) The reactants are: [NH2:1][C:2]1[CH:7]=[CH:6][CH:5]=[CH:4][CH:3]=1.[O:8]1[C:16](=[O:17])[CH2:15][CH2:14][CH2:13][CH2:12][CH2:11][CH2:10][C:9]1=[O:18]. Given the product [C:2]1([NH:1][C:16]([CH2:15][CH2:14][CH2:13][CH2:12][CH2:11][CH2:10][C:9]([OH:18])=[O:8])=[O:17])[CH:7]=[CH:6][CH:5]=[CH:4][CH:3]=1, predict the reactants needed to synthesize it. (3) The reactants are: Br[CH2:2][CH2:3][CH2:4][OH:5].[Cl:6][C:7]1[CH:12]=[C:11]([O:13][CH2:14][CH:15]=[C:16]([Cl:18])[Cl:17])[CH:10]=[C:9]([Cl:19])[C:8]=1[OH:20].[OH-].[Na+].S(=O)(=O)(O)O. Given the product [Cl:6][C:7]1[CH:12]=[C:11]([O:13][CH2:14][CH:15]=[C:16]([Cl:18])[Cl:17])[CH:10]=[C:9]([Cl:19])[C:8]=1[O:20][CH2:2][CH2:3][CH2:4][OH:5], predict the reactants needed to synthesize it. (4) Given the product [Cl:17][C:18]1[C:22]([Cl:23])=[C:21]([C:24]#[N:25])[NH:20][C:19]=1[C:26]([NH:1][CH:2]1[CH2:7][CH2:6][N:5]([C:8]2[S:9][C:10]([C:13]([O:15][CH3:16])=[O:14])=[CH:11][N:12]=2)[CH2:4][CH2:3]1)=[O:27], predict the reactants needed to synthesize it. The reactants are: [NH2:1][CH:2]1[CH2:7][CH2:6][N:5]([C:8]2[S:9][C:10]([C:13]([O:15][CH3:16])=[O:14])=[CH:11][N:12]=2)[CH2:4][CH2:3]1.[Cl:17][C:18]1[C:22]([Cl:23])=[C:21]([C:24]#[N:25])[NH:20][C:19]=1[C:26](Cl)=[O:27]. (5) Given the product [N:28]1[CH:29]=[CH:30][CH:31]=[C:26]([C:24]#[C:25][C:2]2[CH:23]=[CH:22][C:5]([C:6]([NH:8][S:9]([C:12]3[CH:17]=[CH:16][CH:15]=[CH:14][C:13]=3[S:18](=[O:21])(=[O:20])[NH2:19])(=[O:11])=[O:10])=[O:7])=[CH:4][CH:3]=2)[CH:27]=1, predict the reactants needed to synthesize it. The reactants are: I[C:2]1[CH:23]=[CH:22][C:5]([C:6]([NH:8][S:9]([C:12]2[CH:17]=[CH:16][CH:15]=[CH:14][C:13]=2[S:18](=[O:21])(=[O:20])[NH2:19])(=[O:11])=[O:10])=[O:7])=[CH:4][CH:3]=1.[C:24]([C:26]1[CH:27]=[N:28][CH:29]=[CH:30][CH:31]=1)#[CH:25].C(N(CC)CC)C.Cl. (6) Given the product [ClH:22].[NH2:3][CH:19]([C:18]1[CH:13]=[C:12]([Br:11])[CH:21]=[C:20]([Cl:40])[C:28]=1[OH:31])[CH2:25][C:24]([O:27][CH2:38][CH3:39])=[O:26], predict the reactants needed to synthesize it. The reactants are: C[Si](C)(C)[NH:3][Si](C)(C)C.[Li].[Br:11][C:12]1[CH:21]=[CH:20][C:19]([Cl:22])=[C:18]2[C:13]=1C=CC(=O)O2.[C:24]([OH:27])(=[O:26])[CH3:25].[C:28](=[O:31])([O-])[O-].[Na+].[Na+].O1[CH2:39][CH2:38]OCC1.[ClH:40].